Task: Predict the product of the given reaction.. Dataset: Forward reaction prediction with 1.9M reactions from USPTO patents (1976-2016) (1) Given the reactants [OH:1][C:2]1[CH:3]=[C:4]([CH:8]=[C:9]([OH:11])[CH:10]=1)[C:5]([OH:7])=[O:6].[C:12]1([OH:23])[C:21]2[C:16](=[CH:17][CH:18]=[CH:19][CH:20]=2)[C:15](O)=[CH:14][CH:13]=1, predict the reaction product. The product is: [OH:1][C:2]1[CH:3]=[C:4]([CH:8]=[C:9]([OH:11])[CH:10]=1)[C:5]([O:7][C:15]1[C:16]2[C:21](=[CH:20][CH:19]=[CH:18][CH:17]=2)[C:12]([O:23][C:5](=[O:6])[C:4]2[CH:3]=[C:2]([OH:1])[CH:10]=[C:9]([OH:11])[CH:8]=2)=[CH:13][CH:14]=1)=[O:6]. (2) The product is: [CH3:22][CH:20]([CH3:21])[CH2:19][C@H:18]([NH:17][C:16]([C:63]1[O:58][C:51]2[CH:57]=[CH:54][CH:55]=[CH:56][C:50]=2[CH:64]=1)=[O:35])[C:23](=[O:34])[NH:24][C@H:25]1[CH2:31][CH2:30][C@@H:29]([CH3:32])[N:28]([S:7]([C:2]2[CH:3]=[CH:4][CH:5]=[CH:6][N:1]=2)(=[O:9])=[O:8])[CH2:27][C:26]1=[O:33]. Given the reactants [N:1]1[CH:6]=[CH:5][CH:4]=[CH:3][C:2]=1[S:7](Cl)(=[O:9])=[O:8].C(O[C:16](=[O:35])[NH:17][C@H:18]([C:23](=[O:34])[NH:24][C@H:25]1[CH2:31][CH2:30][C@@H:29]([CH3:32])[NH:28][CH2:27][C@@H:26]1[OH:33])[CH2:19][CH:20]([CH3:22])[CH3:21])(C)(C)C.C(OC(=O)N[C@H](C(=O)N[C@@H:50]1[CH2:56][CH2:55][C@H:54]([CH3:57])NC[C@H:51]1[OH:58])CC(C)C)(C)(C)C.CN1CCO[CH2:64][CH2:63]1, predict the reaction product.